This data is from Catalyst prediction with 721,799 reactions and 888 catalyst types from USPTO. The task is: Predict which catalyst facilitates the given reaction. (1) The catalyst class is: 2. Reactant: [C:1]([N:8]1[CH2:12][CH:11]=[CH:10][CH2:9]1)([O:3][C:4]([CH3:7])([CH3:6])[CH3:5])=[O:2].ClC1C=CC=C(C(OO)=[O:21])C=1. Product: [C:1]([N+:8]1([O-:21])[CH2:9][CH:10]=[CH:11][CH2:12]1)([O:3][C:4]([CH3:7])([CH3:6])[CH3:5])=[O:2]. (2) The catalyst class is: 117. Product: [N:14]1[C:15]2[C:20](=[CH:19][CH:18]=[CH:17][CH:16]=2)[CH:21]=[CH:22][C:13]=1[N:11]1[CH2:12][CH:9]([O:8][C:5]2[N:6]=[N:7][CH:2]=[CH:3][C:4]=2[CH:44]2[CH2:45][CH2:36][N:37]([C:54](=[O:55])[CH3:53])[CH2:38][CH2:43]2)[CH2:10]1. Reactant: Cl[C:2]1[N:7]=[N:6][C:5]([O:8][CH:9]2[CH2:12][N:11]([C:13]3[CH:22]=[CH:21][C:20]4[C:15](=[CH:16][CH:17]=[CH:18][CH:19]=4)[N:14]=3)[CH2:10]2)=[CH:4][C:3]=1I.ClC1N=NC(OC2CN([C:36]3[CH:45]=[CH:44][C:43]4[C:38](=CC=CC=4)[N:37]=3)C2)=C(I)C=1.C([O-])([O-])=O.[Na+].[Na+].[CH3:53][C:54]1(C)C(C)(C)OB(C2CCN(C(OC(C)(C)C)=O)CC=2)[O:55]1. (3) Reactant: [Cl:1][C:2]1[C:10]([N+:11]([O-:13])=[O:12])=[CH:9][CH:8]=[CH:7][C:3]=1[C:4](O)=[O:5]. Product: [Cl:1][C:2]1[C:10]([N+:11]([O-:13])=[O:12])=[CH:9][CH:8]=[CH:7][C:3]=1[CH2:4][OH:5]. The catalyst class is: 20. (4) The catalyst class is: 41. Reactant: [Br:1][C:2]1[N:7]=[C:6]([C:8]2[C:16]3[C:11](=[N:12][C:13](Cl)=[N:14][CH:15]=3)[N:10]([CH2:18][O:19][CH2:20][CH2:21][Si:22]([CH3:25])([CH3:24])[CH3:23])[N:9]=2)[CH:5]=[CH:4][CH:3]=1.[CH3:26][C:27]([O:30][C:31]([NH:33][CH:34]1[CH2:39][CH2:38][CH:37]([NH2:40])[CH2:36][CH2:35]1)=[O:32])([CH3:29])[CH3:28].CCN(CC)CC. Product: [C:27]([O:30][C:31](=[O:32])[NH:33][CH:34]1[CH2:35][CH2:36][CH:37]([NH:40][C:13]2[N:12]=[C:11]3[N:10]([CH2:18][O:19][CH2:20][CH2:21][Si:22]([CH3:25])([CH3:24])[CH3:23])[N:9]=[C:8]([C:6]4[CH:5]=[CH:4][CH:3]=[C:2]([Br:1])[N:7]=4)[C:16]3=[CH:15][N:14]=2)[CH2:38][CH2:39]1)([CH3:29])([CH3:26])[CH3:28].